This data is from Catalyst prediction with 721,799 reactions and 888 catalyst types from USPTO. The task is: Predict which catalyst facilitates the given reaction. The catalyst class is: 23. Reactant: [F:1][C:2]([F:13])([F:12])[C:3]1[CH:7]=[C:6]([C:8]([O:10][CH3:11])=[O:9])[NH:5][N:4]=1.[Br:14][CH2:15][CH2:16]Br.C([O-])([O-])=O.[K+].[K+]. Product: [Br:14][CH2:15][CH2:16][N:5]1[C:6]([C:8]([O:10][CH3:11])=[O:9])=[CH:7][C:3]([C:2]([F:1])([F:12])[F:13])=[N:4]1.